Dataset: Forward reaction prediction with 1.9M reactions from USPTO patents (1976-2016). Task: Predict the product of the given reaction. (1) Given the reactants Cl.[C:2]([CH:10]1[CH2:15][CH2:14][NH:13][CH2:12][CH2:11]1)(=[O:9])[C:3]1[CH:8]=[CH:7][CH:6]=[CH:5][CH:4]=1.Cl[C:17]1[CH:22]=[CH:21][C:20]([N+:23]([O-:25])=[O:24])=[CH:19][N:18]=1.C(=O)([O-])[O-].[K+].[K+], predict the reaction product. The product is: [N+:23]([C:20]1[CH:21]=[CH:22][C:17]([N:13]2[CH2:14][CH2:15][CH:10]([C:2]([C:3]3[CH:8]=[CH:7][CH:6]=[CH:5][CH:4]=3)=[O:9])[CH2:11][CH2:12]2)=[N:18][CH:19]=1)([O-:25])=[O:24]. (2) Given the reactants [Br:1][C:2]1[CH:14]=[C:13]2[C:5]([C:6]3[CH:7]=[CH:8][N:9]=[CH:10][C:11]=3[NH:12]2)=[CH:4][CH:3]=1.[OH-].[Na+].[C:17](OC(=O)C)(=[O:19])[CH3:18], predict the reaction product. The product is: [C:17]([C:10]1[C:11]2[NH:12][C:13]3[C:5](=[CH:4][CH:3]=[C:2]([Br:1])[CH:14]=3)[C:6]=2[CH:7]=[CH:8][N:9]=1)(=[O:19])[CH3:18]. (3) Given the reactants [Cl:1][C:2]1[CH:7]=[CH:6][N:5]=[C:4]2[NH:8][C:9](=[O:11])[CH2:10][C:3]=12.[N:12]1([CH2:18][CH2:19][NH:20][C:21]([C:23]2[NH:24][C:25]([CH:29]=O)=[C:26]([CH3:28])[CH:27]=2)=[O:22])[CH2:17][CH2:16][O:15][CH2:14][CH2:13]1.N1CCCCC1, predict the reaction product. The product is: [N:12]1([CH2:18][CH2:19][NH:20][C:21]([C:23]2[NH:24][C:25]([CH:29]=[C:10]3[C:3]4[C:4](=[N:5][CH:6]=[CH:7][C:2]=4[Cl:1])[NH:8][C:9]3=[O:11])=[C:26]([CH3:28])[CH:27]=2)=[O:22])[CH2:13][CH2:14][O:15][CH2:16][CH2:17]1. (4) Given the reactants C12BC(CCC1)CCC2.[CH3:10][C:11]1([CH3:18])[O:16][CH2:15][C:14](=[CH2:17])[CH2:13][O:12]1.P([O-])([O-])([O-])=O.[K+].[K+].[K+].C1(C2C=CC=CC=2)C=CC=CC=1P(C1CCCCC1)C1CCCCC1.[Cl:52][C:53]1[CH:58]=[C:57](Cl)[N:56]=[C:55]([S:60][CH2:61][C:62]2[CH:67]=[CH:66][CH:65]=[C:64]([F:68])[C:63]=2[F:69])[N:54]=1, predict the reaction product. The product is: [Cl:52][C:53]1[CH:58]=[C:57]([CH2:17][CH:14]2[CH2:15][O:16][C:11]([CH3:18])([CH3:10])[O:12][CH2:13]2)[N:56]=[C:55]([S:60][CH2:61][C:62]2[CH:67]=[CH:66][CH:65]=[C:64]([F:68])[C:63]=2[F:69])[N:54]=1. (5) Given the reactants Cl[C:2]1[N:7]=[CH:6][C:5]([S:8]([CH3:11])(=[O:10])=[O:9])=[CH:4][N:3]=1.BrC1C=NC(Cl)=NC=1.[F:20][C:21]1([F:67])[CH2:26][CH2:25][CH:24]([C:27]2[C:36]3[CH:35]([O:37]CC4C=CC(OC)=CC=4)[CH2:34][C:33]([CH3:48])([CH3:47])[CH2:32][C:31]=3[N:30]=[C:29]([CH:49]3[CH2:54][CH2:53][NH:52][CH2:51][CH2:50]3)[C:28]=2[CH:55]([F:66])[C:56]2[CH:61]=[CH:60][C:59]([C:62]([F:65])([F:64])[F:63])=[CH:58][CH:57]=2)[CH2:23][CH2:22]1, predict the reaction product. The product is: [F:67][C:21]1([F:20])[CH2:26][CH2:25][CH:24]([C:27]2[C:36]3[CH:35]([OH:37])[CH2:34][C:33]([CH3:47])([CH3:48])[CH2:32][C:31]=3[N:30]=[C:29]([CH:49]3[CH2:54][CH2:53][N:52]([C:2]4[N:7]=[CH:6][C:5]([S:8]([CH3:11])(=[O:10])=[O:9])=[CH:4][N:3]=4)[CH2:51][CH2:50]3)[C:28]=2[CH:55]([F:66])[C:56]2[CH:61]=[CH:60][C:59]([C:62]([F:64])([F:65])[F:63])=[CH:58][CH:57]=2)[CH2:23][CH2:22]1.